From a dataset of Reaction yield outcomes from USPTO patents with 853,638 reactions. Predict the reaction yield, written as a fraction of the theoretical maximum amount of product (1.0 means a 100% yield; for example, 0.34 means a 34% yield). (1) The catalyst is C(Cl)Cl. The yield is 0.780. The product is [F:23][C:6]1([C:2]2[S:1][CH:5]=[CH:4][N:3]=2)[CH2:15][CH2:14][C:9]2([O:13][CH2:12][CH2:11][O:10]2)[CH2:8][CH2:7]1. The reactants are [S:1]1[CH:5]=[CH:4][N:3]=[C:2]1[C:6]1(O)[CH2:15][CH2:14][C:9]2([O:13][CH2:12][CH2:11][O:10]2)[CH2:8][CH2:7]1.C(N(S(F)(F)[F:23])CC)C. (2) The reactants are [NH2:1][C@H:2]([C:4]([NH:6][CH:7]1[N:13]=[C:12]([C:14]2[CH:19]=[CH:18][CH:17]=[CH:16][CH:15]=2)[C:11]2[CH:20]=[CH:21][CH:22]=[CH:23][C:10]=2[N:9]([CH3:24])[C:8]1=[O:25])=[O:5])[CH3:3].[Cl:26][CH2:27][C:28](Cl)=[O:29]. The catalyst is C(Cl)Cl. The product is [Cl:26][CH2:27][C:28]([NH:1][C@H:2]([C:4]([NH:6][CH:7]1[N:13]=[C:12]([C:14]2[CH:19]=[CH:18][CH:17]=[CH:16][CH:15]=2)[C:11]2[CH:20]=[CH:21][CH:22]=[CH:23][C:10]=2[N:9]([CH3:24])[C:8]1=[O:25])=[O:5])[CH3:3])=[O:29]. The yield is 0.980. (3) The reactants are [CH3:1][C@H:2]1[CH2:11][CH2:10][C@@H:9]2[C@:4]([CH3:14])([CH2:5][CH2:6][CH2:7][C:8]2([CH3:13])[CH3:12])[C@H:3]1[CH2:15][C:16]([C:18]1[CH:23]=[C:22]([O:24][CH3:25])[CH:21]=[C:20]([O:26][CH3:27])[CH:19]=1)=[O:17].[H-].[H-].[H-].[H-].[Li+].[Al+3].O.[OH-].[Na+]. The catalyst is C1COCC1.CCOC(C)=O. The product is [CH3:1][C@H:2]1[CH2:11][CH2:10][C@@H:9]2[C@:4]([CH3:14])([CH2:5][CH2:6][CH2:7][C:8]2([CH3:13])[CH3:12])[C@H:3]1[CH2:15][CH:16]([C:18]1[CH:19]=[C:20]([O:26][CH3:27])[CH:21]=[C:22]([O:24][CH3:25])[CH:23]=1)[OH:17]. The yield is 0.960.